Task: Predict which catalyst facilitates the given reaction.. Dataset: Catalyst prediction with 721,799 reactions and 888 catalyst types from USPTO (1) Reactant: [CH2:1]([C:8]1[N:9]=[C:10]([O:26][CH3:27])[C:11]2[CH2:17][CH2:16][N:15](CC3C=CC=CC=3)[CH2:14][CH2:13][C:12]=2[N:25]=1)[C:2]1[CH:7]=[CH:6][CH:5]=[CH:4][CH:3]=1.C([O-])=O.[NH4+]. Product: [CH2:1]([C:8]1[N:9]=[C:10]([O:26][CH3:27])[C:11]2[CH2:17][CH2:16][NH:15][CH2:14][CH2:13][C:12]=2[N:25]=1)[C:2]1[CH:3]=[CH:4][CH:5]=[CH:6][CH:7]=1. The catalyst class is: 19. (2) Reactant: [NH:1]1[C:9]2[C:4](=[CH:5][CH:6]=[CH:7][CH:8]=2)[C:3](/[CH:10]=[CH:11]/[C:12]2[CH:17]=[CH:16][CH:15]=[CH:14][C:13]=2[NH2:18])=[N:2]1.C([N:27]=[C:28]=[S:29])(=O)C1C=CC=CC=1.O. Product: [NH:1]1[C:9]2[C:4](=[CH:5][CH:6]=[CH:7][CH:8]=2)[C:3](/[CH:10]=[CH:11]/[C:12]2[CH:17]=[CH:16][CH:15]=[CH:14][C:13]=2[NH:18][C:28]([NH2:27])=[S:29])=[N:2]1. The catalyst class is: 21. (3) Reactant: [F:1][C:2]1[CH:3]=[C:4]([C:8]2[C:13]([C:14]3[CH:19]=[CH:18][N:17]=[CH:16][CH:15]=3)=[CH:12][C:11]([NH2:20])=[C:10]([NH2:21])[N:9]=2)[CH:5]=[CH:6][CH:7]=1.[CH2:22](OC(OCC)OCC)C.C(=O)([O-])O.[Na+]. Product: [F:1][C:2]1[CH:3]=[C:4]([C:8]2[N:9]=[C:10]3[NH:21][CH:22]=[N:20][C:11]3=[CH:12][C:13]=2[C:14]2[CH:19]=[CH:18][N:17]=[CH:16][CH:15]=2)[CH:5]=[CH:6][CH:7]=1. The catalyst class is: 15. (4) Reactant: Cl[CH2:2][C:3]1[O:7][N:6]=[C:5]([C:8]2[CH:13]=[CH:12][C:11]([O:14][CH2:15][O:16][CH3:17])=[CH:10][C:9]=2[C:18]([F:21])([F:20])[F:19])[CH:4]=1.[F:22][C:23]1[C:28]([F:29])=[CH:27][CH:26]=[CH:25][C:24]=1[C:30]1[N:38]=[C:33]2[CH:34]=[N:35][NH:36][CH:37]=[C:32]2[N:31]=1.C([O-])([O-])=O.[K+].[K+]. Product: [F:22][C:23]1[C:28]([F:29])=[CH:27][CH:26]=[CH:25][C:24]=1[C:30]1[N:38]=[C:33]2[CH:34]=[N:35][N:36]([CH2:2][C:3]3[O:7][N:6]=[C:5]([C:8]4[CH:13]=[CH:12][C:11]([O:14][CH2:15][O:16][CH3:17])=[CH:10][C:9]=4[C:18]([F:21])([F:20])[F:19])[CH:4]=3)[CH:37]=[C:32]2[N:31]=1. The catalyst class is: 3. (5) Reactant: [CH3:1]I.[CH2:3]([C:5]1[CH:10]=[CH:9][C:8]([C:11]([N:13]2[CH2:32][CH2:31][C:16]3([C:21]4=[CH:22][CH:23]=[CH:24][N:20]4[C:19]4[CH:25]=[CH:26][C:27]([CH2:29][OH:30])=[CH:28][C:18]=4[O:17]3)[CH2:15][CH2:14]2)=[O:12])=[CH:7][C:6]=1[O:33][CH3:34])[CH3:4].[H-].[Na+]. Product: [CH2:3]([C:5]1[CH:10]=[CH:9][C:8]([C:11]([N:13]2[CH2:14][CH2:15][C:16]3([O:17][C:18]4[CH:28]=[C:27]([CH2:29][O:30][CH3:1])[CH:26]=[CH:25][C:19]=4[N:20]4[CH:24]=[CH:23][CH:22]=[C:21]34)[CH2:31][CH2:32]2)=[O:12])=[CH:7][C:6]=1[O:33][CH3:34])[CH3:4]. The catalyst class is: 3.